This data is from Full USPTO retrosynthesis dataset with 1.9M reactions from patents (1976-2016). The task is: Predict the reactants needed to synthesize the given product. (1) The reactants are: C([O-])([O-])=O.[Na+].[Na+].C(O)C.Cl.Cl[C:12]1[CH:13]=[N:14][CH:15]=[N:16][CH:17]=1.[CH:18]([C:20]1[CH:25]=[CH:24][C:23](B(O)O)=[CH:22][CH:21]=1)=[O:19]. Given the product [N:14]1[CH:13]=[C:12]([C:23]2[CH:24]=[CH:25][C:20]([CH:18]=[O:19])=[CH:21][CH:22]=2)[CH:17]=[N:16][CH:15]=1, predict the reactants needed to synthesize it. (2) Given the product [Cl:1][C:2]1[CH:7]=[CH:6][C:5]([CH:8]2[C:12]3[N:13]([CH:22]([CH3:24])[CH3:23])[C:14]([CH:16]4[CH2:21][CH2:20][N:19]([C:38]([O:40][CH3:41])=[O:39])[CH2:18][CH2:17]4)=[N:15][C:11]=3[C:10](=[O:25])[N:9]2[C:26]2[CH:27]=[C:28]([CH3:36])[C:29]3[N:30]([C:32]([CH3:35])=[N:33][N:34]=3)[CH:31]=2)=[CH:4][CH:3]=1, predict the reactants needed to synthesize it. The reactants are: [Cl:1][C:2]1[CH:7]=[CH:6][C:5]([CH:8]2[C:12]3[N:13]([CH:22]([CH3:24])[CH3:23])[C:14]([CH:16]4[CH2:21][CH2:20][NH:19][CH2:18][CH2:17]4)=[N:15][C:11]=3[C:10](=[O:25])[N:9]2[C:26]2[CH:27]=[C:28]([CH3:36])[C:29]3[N:30]([C:32]([CH3:35])=[N:33][N:34]=3)[CH:31]=2)=[CH:4][CH:3]=1.Cl[C:38]([O:40][CH3:41])=[O:39].C([O-])(O)=O.[Na+]. (3) Given the product [CH:17]([C:14]1[CH:13]=[CH:12][C:11]([CH:7]2[C:6]3[C:5]([CH3:20])=[C:4]([NH:21][C:22](=[O:28])[CH2:23][C:24]([CH3:26])([CH3:25])[CH3:27])[C:3]([CH3:29])=[C:2]([O:32][CH3:30])[C:10]=3[O:9][CH2:8]2)=[CH:16][CH:15]=1)([CH3:18])[CH3:19], predict the reactants needed to synthesize it. The reactants are: Br[C:2]1[C:10]2[O:9][CH2:8][CH:7]([C:11]3[CH:16]=[CH:15][C:14]([CH:17]([CH3:19])[CH3:18])=[CH:13][CH:12]=3)[C:6]=2[C:5]([CH3:20])=[C:4]([NH:21][C:22](=[O:28])[CH2:23][C:24]([CH3:27])([CH3:26])[CH3:25])[C:3]=1[CH3:29].[C:30](OCC)(=[O:32])C.Cl. (4) Given the product [CH3:1]/[C:2](/[CH2:6][CH2:7][CH:8]=[C:9]([CH3:11])[CH3:10])=[CH:3]\[CH:4]=[O:5], predict the reactants needed to synthesize it. The reactants are: [CH3:1]/[C:2](/[CH2:6][CH2:7][CH:8]=[C:9]([CH3:11])[CH3:10])=[CH:3]\[CH2:4][OH:5].C(OI(C1C=CC=CC=1)OC(=O)C)(=O)C.CC1(C)N([O])C(C)(C)CCC1.